The task is: Predict the reactants needed to synthesize the given product.. This data is from Full USPTO retrosynthesis dataset with 1.9M reactions from patents (1976-2016). Given the product [N:1]1[C:2](=[O:3])[N:4]=[C:13]2[CH:12]=[C:8]([C:9]([OH:11])=[O:10])[CH:7]=[CH:6][C:14]=12, predict the reactants needed to synthesize it. The reactants are: [NH2:1][C:2]([NH2:4])=[O:3].N[C:6]1[CH:7]=[C:8]([CH:12]=[CH:13][C:14]=1N)[C:9]([OH:11])=[O:10].O.Cl.